From a dataset of Forward reaction prediction with 1.9M reactions from USPTO patents (1976-2016). Predict the product of the given reaction. (1) Given the reactants Cl.[NH2:2][OH:3].C([O-])(O)=O.[Na+].[C:9](O[C:9]([O:11][C:12]([CH3:15])([CH3:14])[CH3:13])=[O:10])([O:11][C:12]([CH3:15])([CH3:14])[CH3:13])=[O:10], predict the reaction product. The product is: [OH:3][NH:2][C:9](=[O:10])[O:11][C:12]([CH3:15])([CH3:14])[CH3:13]. (2) Given the reactants [CH3:1][O:2][C:3]1([CH:9]([C:17]2[CH:22]=[CH:21][CH:20]=[CH:19][CH:18]=2)[S:10][CH2:11][CH2:12][C:13]([O:15]C)=[O:14])[CH2:8][CH2:7][O:6][CH2:5][CH2:4]1.[Li+].[OH-], predict the reaction product. The product is: [CH3:1][O:2][C:3]1([CH:9]([C:17]2[CH:22]=[CH:21][CH:20]=[CH:19][CH:18]=2)[S:10][CH2:11][CH2:12][C:13]([OH:15])=[O:14])[CH2:4][CH2:5][O:6][CH2:7][CH2:8]1. (3) Given the reactants Br[C:2]1[CH:7]=[CH:6][C:5]([CH:8]([N:16]([CH3:33])[C:17](=[O:32])[CH2:18][N:19]2[C:24]3[CH:25]=[C:26]([Cl:30])[C:27]([Cl:29])=[CH:28][C:23]=3[O:22][CH2:21][C:20]2=[O:31])[CH2:9][N:10]2[CH2:15][CH2:14][O:13][CH2:12][CH2:11]2)=[CH:4][CH:3]=1.[CH3:34][S:35]([NH:38][C:39]1[CH:44]=[CH:43][C:42](B(O)O)=[CH:41][CH:40]=1)(=[O:37])=[O:36], predict the reaction product. The product is: [Cl:30][C:26]1[C:27]([Cl:29])=[CH:28][C:23]2[O:22][CH2:21][C:20](=[O:31])[N:19]([CH2:18][C:17]([N:16]([CH3:33])[CH:8]([C:5]3[CH:6]=[CH:7][C:2]([C:42]4[CH:41]=[CH:40][C:39]([NH:38][S:35]([CH3:34])(=[O:36])=[O:37])=[CH:44][CH:43]=4)=[CH:3][CH:4]=3)[CH2:9][N:10]3[CH2:15][CH2:14][O:13][CH2:12][CH2:11]3)=[O:32])[C:24]=2[CH:25]=1.